Predict the product of the given reaction. From a dataset of Forward reaction prediction with 1.9M reactions from USPTO patents (1976-2016). Given the reactants [C:1]([C:3]1[CH:4]=[C:5]([CH:10]=[C:11]([OH:13])[CH:12]=1)[C:6]([O:8][CH3:9])=[O:7])#[N:2].C(=O)([O-])[O-].[Cs+].[Cs+].Br[CH:21]1[CH2:25][CH2:24][CH2:23][CH2:22]1, predict the reaction product. The product is: [C:1]([C:3]1[CH:4]=[C:5]([CH:10]=[C:11]([O:13][CH:21]2[CH2:25][CH2:24][CH2:23][CH2:22]2)[CH:12]=1)[C:6]([O:8][CH3:9])=[O:7])#[N:2].